From a dataset of Reaction yield outcomes from USPTO patents with 853,638 reactions. Predict the reaction yield, written as a fraction of the theoretical maximum amount of product (1.0 means a 100% yield; for example, 0.34 means a 34% yield). The reactants are Cl[C:2]1[CH:7]=[C:6]([C:8]([OH:10])=[O:9])[CH:5]=[CH:4][N:3]=1.[I-:11].[Na+].[CH3:13]C(=O)CC. No catalyst specified. The product is [CH3:13][O:10][C:8](=[O:9])[C:6]1[CH:5]=[CH:4][N:3]=[C:2]([I:11])[CH:7]=1. The yield is 0.924.